Dataset: Reaction yield outcomes from USPTO patents with 853,638 reactions. Task: Predict the reaction yield, written as a fraction of the theoretical maximum amount of product (1.0 means a 100% yield; for example, 0.34 means a 34% yield). The reactants are C(OC([N:8]1[CH2:12][CH2:11][CH2:10][CH:9]1[CH2:13][O:14][C:15]1[C:24]([Cl:25])=[CH:23][C:18]([C:19]([O:21][CH3:22])=[O:20])=[CH:17][C:16]=1[Cl:26])=O)(C)(C)C.C(O)(C(F)(F)F)=O. The catalyst is C(Cl)Cl. The product is [Cl:26][C:16]1[CH:17]=[C:18]([CH:23]=[C:24]([Cl:25])[C:15]=1[O:14][CH2:13][CH:9]1[CH2:10][CH2:11][CH2:12][NH:8]1)[C:19]([O:21][CH3:22])=[O:20]. The yield is 0.680.